This data is from Reaction yield outcomes from USPTO patents with 853,638 reactions. The task is: Predict the reaction yield, written as a fraction of the theoretical maximum amount of product (1.0 means a 100% yield; for example, 0.34 means a 34% yield). The reactants are C[O:2][C:3]([C:5]1[C:6](=[O:19])[N:7]([CH2:15][CH2:16][CH2:17][CH3:18])[C:8]2[CH2:9][CH2:10][CH2:11][CH2:12][C:13]=2[CH:14]=1)=[O:4].[OH-].[Na+].Cl. The catalyst is C(O)C. The product is [CH2:15]([N:7]1[C:8]2[CH2:9][CH2:10][CH2:11][CH2:12][C:13]=2[CH:14]=[C:5]([C:3]([OH:4])=[O:2])[C:6]1=[O:19])[CH2:16][CH2:17][CH3:18]. The yield is 0.880.